The task is: Predict the product of the given reaction.. This data is from Forward reaction prediction with 1.9M reactions from USPTO patents (1976-2016). (1) The product is: [C:29]([N:1]1[CH2:4][CH:3]([C:5]2[O:9][C:8]([C@H:10]3[C@@H:15]([C:16]4[CH:17]=[CH:18][CH:19]=[CH:20][CH:21]=4)[CH2:14][CH2:13][CH2:12][NH:11]3)=[N:7][N:6]=2)[CH2:2]1)(=[O:34])[CH2:30][CH2:31][CH2:32][CH3:33]. Given the reactants [NH:1]1[CH2:4][CH:3]([C:5]2[O:9][C:8]([C@H:10]3[C@@H:15]([C:16]4[CH:21]=[CH:20][CH:19]=[CH:18][CH:17]=4)[CH2:14][CH2:13][CH2:12][N:11]3C(OC(C)(C)C)=O)=[N:7][N:6]=2)[CH2:2]1.[C:29](Cl)(=[O:34])[CH2:30][CH2:31][CH2:32][CH3:33].C(N(CC)CC)C.C(O)(C(F)(F)F)=O, predict the reaction product. (2) Given the reactants [C:1]([C:5]1[C:6]([N+:17]([O-])=O)=[C:7]([OH:16])[C:8]([OH:15])=[C:9]([C:11]([CH3:14])([CH3:13])[CH3:12])[CH:10]=1)([CH3:4])([CH3:3])[CH3:2], predict the reaction product. The product is: [C:1]([C:5]1[C:6]([NH2:17])=[C:7]([OH:16])[C:8]([OH:15])=[C:9]([C:11]([CH3:14])([CH3:13])[CH3:12])[CH:10]=1)([CH3:4])([CH3:2])[CH3:3]. (3) Given the reactants [F:1][C:2]([C:5]1[N:6]=[C:7]([CH2:10][N:11]2[N:15]=[C:14]([NH2:16])[CH:13]=[N:12]2)[S:8][CH:9]=1)([F:4])[CH3:3].[CH3:17][C:18]1[O:19][C:20]([C:26]2[CH:27]=[C:28]([CH3:32])[CH:29]=[CH:30][CH:31]=2)=[C:21]([C:23](O)=[O:24])[N:22]=1, predict the reaction product. The product is: [F:1][C:2]([C:5]1[N:6]=[C:7]([CH2:10][N:11]2[N:15]=[C:14]([NH:16][C:23]([C:21]3[N:22]=[C:18]([CH3:17])[O:19][C:20]=3[C:26]3[CH:27]=[C:28]([CH3:32])[CH:29]=[CH:30][CH:31]=3)=[O:24])[CH:13]=[N:12]2)[S:8][CH:9]=1)([F:4])[CH3:3]. (4) Given the reactants [Br:1][C:2]1[S:6][CH:5]=[C:4]([C:7]([OH:9])=O)[CH:3]=1.[CH3:10][C:11]1[C:12]([N:18]2[CH2:23][CH2:22][NH:21][CH2:20][CH2:19]2)=[N:13][CH:14]=[C:15]([CH3:17])[CH:16]=1, predict the reaction product. The product is: [Br:1][C:2]1[S:6][CH:5]=[C:4]([C:7]([N:21]2[CH2:22][CH2:23][N:18]([C:12]3[C:11]([CH3:10])=[CH:16][C:15]([CH3:17])=[CH:14][N:13]=3)[CH2:19][CH2:20]2)=[O:9])[CH:3]=1. (5) The product is: [CH2:1]([S:8][C:9]1[N:14]=[CH:13][C:12]([NH:15][C:24](=[O:26])[CH3:25])=[CH:11][C:10]=1[Cl:16])[C:2]1[CH:3]=[CH:4][CH:5]=[CH:6][CH:7]=1. Given the reactants [CH2:1]([S:8][C:9]1[N:14]=[CH:13][C:12]([NH2:15])=[CH:11][C:10]=1[Cl:16])[C:2]1[CH:7]=[CH:6][CH:5]=[CH:4][CH:3]=1.C(N(CC)CC)C.[C:24](OC(=O)C)(=[O:26])[CH3:25], predict the reaction product. (6) Given the reactants [S:1]1[C:5]2[CH:6]=[CH:7][CH:8]=[CH:9][C:4]=2[N:3]=[C:2]1[C:10]1[CH:15]=[CH:14][N:13]=[C:12]([NH:16][C:17]([NH:19][CH2:20][CH3:21])=[O:18])[CH:11]=1.[Br:22]N1C(=O)CCC1=O, predict the reaction product. The product is: [S:1]1[C:5]2[CH:6]=[CH:7][CH:8]=[CH:9][C:4]=2[N:3]=[C:2]1[C:10]1[C:15]([Br:22])=[CH:14][N:13]=[C:12]([NH:16][C:17]([NH:19][CH2:20][CH3:21])=[O:18])[CH:11]=1. (7) Given the reactants [CH3:1][O:2][C:3](=[O:13])[C:4]1[CH:9]=[C:8]([CH3:10])[C:7]([O:11][CH3:12])=[N:6][CH:5]=1.C1C(=O)N([Br:21])C(=O)C1.CC(N=NC(C#N)(C)C)(C#N)C, predict the reaction product. The product is: [CH3:1][O:2][C:3](=[O:13])[C:4]1[CH:9]=[C:8]([CH2:10][Br:21])[C:7]([O:11][CH3:12])=[N:6][CH:5]=1. (8) Given the reactants [Cl:1][C:2]1[CH:7]=[C:6]([NH:8][CH:9]2[CH2:11][CH2:10]2)[N:5]2[N:12]=[C:13]([CH3:17])[C:14]([CH:15]=[O:16])=[C:4]2[N:3]=1.C(N(CC)CC)C.CN(C1C=CC=CN=1)C.[C:34]([O:38][C:39](O[C:39]([O:38][C:34]([CH3:37])([CH3:36])[CH3:35])=[O:40])=[O:40])([CH3:37])([CH3:36])[CH3:35], predict the reaction product. The product is: [Cl:1][C:2]1[CH:7]=[C:6]([N:8]([CH:9]2[CH2:11][CH2:10]2)[C:39](=[O:40])[O:38][C:34]([CH3:37])([CH3:36])[CH3:35])[N:5]2[N:12]=[C:13]([CH3:17])[C:14]([CH:15]=[O:16])=[C:4]2[N:3]=1. (9) Given the reactants [Cl:1][C:2]1[CH:3]=[C:4]([C:9]2[N:14]=[C:13]3[CH2:15][CH2:16][CH2:17][C:12]3=[C:11]([NH:18][C:19]3[CH:24]=[CH:23][C:22]([CH2:25][C:26](OCC)=[O:27])=[CH:21][CH:20]=3)[CH:10]=2)[CH:5]=[CH:6][C:7]=1[F:8].NC1C=CC(CCO)=CC=1, predict the reaction product. The product is: [ClH:1].[Cl:1][C:2]1[CH:3]=[C:4]([C:9]2[N:14]=[C:13]3[CH2:15][CH2:16][CH2:17][C:12]3=[C:11]([NH:18][C:19]3[CH:20]=[CH:21][C:22]([CH2:25][CH2:26][OH:27])=[CH:23][CH:24]=3)[CH:10]=2)[CH:5]=[CH:6][C:7]=1[F:8].